From a dataset of NCI-60 drug combinations with 297,098 pairs across 59 cell lines. Regression. Given two drug SMILES strings and cell line genomic features, predict the synergy score measuring deviation from expected non-interaction effect. (1) Drug 1: CCCS(=O)(=O)NC1=C(C(=C(C=C1)F)C(=O)C2=CNC3=C2C=C(C=N3)C4=CC=C(C=C4)Cl)F. Drug 2: CC1OCC2C(O1)C(C(C(O2)OC3C4COC(=O)C4C(C5=CC6=C(C=C35)OCO6)C7=CC(=C(C(=C7)OC)O)OC)O)O. Cell line: SW-620. Synergy scores: CSS=41.7, Synergy_ZIP=13.5, Synergy_Bliss=10.4, Synergy_Loewe=-20.3, Synergy_HSA=-2.65. (2) Drug 1: C1=CC(=CC=C1CCCC(=O)O)N(CCCl)CCCl. Drug 2: CC1CCCC2(C(O2)CC(NC(=O)CC(C(C(=O)C(C1O)C)(C)C)O)C(=CC3=CSC(=N3)C)C)C. Cell line: A498. Synergy scores: CSS=15.8, Synergy_ZIP=-6.79, Synergy_Bliss=-6.24, Synergy_Loewe=-5.96, Synergy_HSA=-5.95.